Dataset: Human liver microsome stability data. Task: Regression/Classification. Given a drug SMILES string, predict its absorption, distribution, metabolism, or excretion properties. Task type varies by dataset: regression for continuous measurements (e.g., permeability, clearance, half-life) or binary classification for categorical outcomes (e.g., BBB penetration, CYP inhibition). Dataset: hlm. (1) The drug is C[C@@](Cc1ccccc1)(NC(=O)[C@@H](N)Cc1ccccc1)C(N)=O. The result is 0 (unstable in human liver microsomes). (2) The molecule is Cn1c(Nc2ccc(Br)cc2F)c(C(=O)NOC[C@H](O)CO)c2c1C(=O)CCC2. The result is 0 (unstable in human liver microsomes). (3) The drug is CC(C)C(=O)N=C(Nc1ccc(Cl)c(Cl)c1)Nc1nccn1Cc1ccccc1. The result is 1 (stable in human liver microsomes). (4) The molecule is Nc1nccc(-c2ccc3[nH]c(C4COc5ccc(C(=O)NCc6ccccc6)cc5C4)nc3c2)n1. The result is 1 (stable in human liver microsomes).